Dataset: Full USPTO retrosynthesis dataset with 1.9M reactions from patents (1976-2016). Task: Predict the reactants needed to synthesize the given product. (1) Given the product [Cl:1][C:2]1[CH:7]=[CH:6][C:5](/[CH:8]=[CH:9]/[C:10]([N:35]2[CH2:36][CH2:37][CH:32]([CH2:31][NH:30][C:28](=[O:29])[CH2:27][CH2:26][C:24]3[O:23][N:22]=[C:21]([OH:20])[CH:25]=3)[CH2:33][CH2:34]2)=[O:12])=[C:4]([CH2:13][N:14]2[N:18]=[N:17][C:16]([CH3:19])=[N:15]2)[CH:3]=1, predict the reactants needed to synthesize it. The reactants are: [Cl:1][C:2]1[CH:7]=[CH:6][C:5](/[CH:8]=[CH:9]/[C:10]([OH:12])=O)=[C:4]([CH2:13][N:14]2[N:18]=[N:17][C:16]([CH3:19])=[N:15]2)[CH:3]=1.[OH:20][C:21]1[CH:25]=[C:24]([CH2:26][CH2:27][C:28]([NH:30][CH2:31][CH:32]2[CH2:37][CH2:36][NH:35][CH2:34][CH2:33]2)=[O:29])[O:23][N:22]=1.CCN(C(C)C)C(C)C.C(P1(=O)OP(CCC)(=O)OP(CCC)(=O)O1)CC. (2) Given the product [Br:43][C:2]1[CH:7]=[CH:6][C:5]([N:8]([C:13]2[C:32]([CH:33]3[CH2:35][CH2:34]3)=[CH:31][C:16]3[C:17]([C:27]([NH:29][CH3:30])=[O:28])=[C:18]([C:20]4[CH:25]=[CH:24][C:23]([F:26])=[CH:22][CH:21]=4)[O:19][C:15]=3[CH:14]=2)[S:9]([CH3:12])(=[O:11])=[O:10])=[CH:4][C:3]=1[CH2:36][CH2:37][OH:38], predict the reactants needed to synthesize it. The reactants are: N[C:2]1[CH:7]=[CH:6][C:5]([N:8]([C:13]2[C:32]([CH:33]3[CH2:35][CH2:34]3)=[CH:31][C:16]3[C:17]([C:27]([NH:29][CH3:30])=[O:28])=[C:18]([C:20]4[CH:25]=[CH:24][C:23]([F:26])=[CH:22][CH:21]=4)[O:19][C:15]=3[CH:14]=2)[S:9]([CH3:12])(=[O:11])=[O:10])=[CH:4][C:3]=1[CH2:36][CH2:37][OH:38].N([O-])=O.[Na+].[BrH:43]. (3) Given the product [C:1]1([C:21]2[CH:26]=[CH:25][CH:24]=[CH:23][CH:22]=2)[CH:2]=[CH:3][C:4]([C:7]([N:9]2[CH2:13][C:12](=[N:14][O:15][CH3:16])[CH2:11][C@H:10]2[C:17]2[N:18]=[C:36]([CH2:35][N:30]3[CH2:29][C:28](=[O:27])[NH:33][C:32](=[O:34])[CH2:31]3)[O:20][N:19]=2)=[O:8])=[CH:5][CH:6]=1, predict the reactants needed to synthesize it. The reactants are: [C:1]1([C:21]2[CH:26]=[CH:25][CH:24]=[CH:23][CH:22]=2)[CH:6]=[CH:5][C:4]([C:7]([N:9]2[CH2:13][C:12](=[N:14][O:15][CH3:16])[CH2:11][C@H:10]2[C:17](=[N:19][OH:20])[NH2:18])=[O:8])=[CH:3][CH:2]=1.[O:27]=[C:28]1[NH:33][C:32](=[O:34])[CH2:31][N:30]([CH2:35][C:36](O)=O)[CH2:29]1. (4) Given the product [O:3]1[C:7]2[CH:8]=[CH:9][CH:10]=[CH:11][C:6]=2[N:5]=[C:4]1[C:12]1[C:13]([NH2:29])=[N:14][CH:15]=[C:16]([C:18]2[CH:19]=[N:20][N:21]([CH:23]3[CH2:24][CH2:25][N:26]([CH3:30])[CH2:27][CH2:28]3)[CH:22]=2)[N:17]=1, predict the reactants needed to synthesize it. The reactants are: C=O.[O:3]1[C:7]2[CH:8]=[CH:9][CH:10]=[CH:11][C:6]=2[N:5]=[C:4]1[C:12]1[C:13]([NH2:29])=[N:14][CH:15]=[C:16]([C:18]2[CH:19]=[N:20][N:21]([CH:23]3[CH2:28][CH2:27][NH:26][CH2:25][CH2:24]3)[CH:22]=2)[N:17]=1.[C:30](O[BH-](OC(=O)C)OC(=O)C)(=O)C.[Na+].N. (5) Given the product [NH:8]1[C:16]2[C:11](=[CH:12][CH:13]=[CH:14][CH:15]=2)[C:10]2([C:28]3[C:19](=[CH:20][C:21]4[O:26][CH2:25][CH2:24][O:23][C:22]=4[CH:27]=3)[O:18][CH2:17]2)[C:9]1=[O:29], predict the reactants needed to synthesize it. The reactants are: C1(C(C2C=CC=CC=2)[N:8]2[C:16]3[C:11](=[CH:12][CH:13]=[CH:14][CH:15]=3)[C:10]3([C:28]4[C:19](=[CH:20][C:21]5[O:26][CH2:25][CH2:24][O:23][C:22]=5[CH:27]=4)[O:18][CH2:17]3)[C:9]2=[O:29])C=CC=CC=1.C1(C(C2C=CC=CC=2)N2C3C(=CC=CC=3)C3(C4C=C(C)C(OC)=CC=4OC3)C2=O)C=CC=CC=1.